This data is from Catalyst prediction with 721,799 reactions and 888 catalyst types from USPTO. The task is: Predict which catalyst facilitates the given reaction. (1) Reactant: [NH2:1][C:2]1[CH:3]=[C:4]([C:10]2[C:18]3[C:17]([NH:19][C@H:20]([C:22]4[N:27]([C:28]5[CH:33]=[CH:32][CH:31]=[CH:30][CH:29]=5)[C:26](=[O:34])[C:25]5=[C:35]([CH3:38])[CH:36]=[CH:37][N:24]5[N:23]=4)[CH3:21])=[N:16][CH:15]=[N:14][C:13]=3[N:12]([CH2:39][O:40][CH2:41][CH2:42][Si:43]([CH3:46])([CH3:45])[CH3:44])[CH:11]=2)[CH:5]=[C:6]([O:8][CH3:9])[CH:7]=1.N1C=CC=CC=1.[CH3:53][S:54](Cl)(=[O:56])=[O:55]. Product: [CH3:9][O:8][C:6]1[CH:7]=[C:2]([NH:1][S:54]([CH3:53])(=[O:56])=[O:55])[CH:3]=[C:4]([C:10]2[C:18]3[C:17]([NH:19][C@H:20]([C:22]4[N:27]([C:28]5[CH:33]=[CH:32][CH:31]=[CH:30][CH:29]=5)[C:26](=[O:34])[C:25]5=[C:35]([CH3:38])[CH:36]=[CH:37][N:24]5[N:23]=4)[CH3:21])=[N:16][CH:15]=[N:14][C:13]=3[N:12]([CH2:39][O:40][CH2:41][CH2:42][Si:43]([CH3:46])([CH3:45])[CH3:44])[CH:11]=2)[CH:5]=1. The catalyst class is: 7. (2) Reactant: [H-].[Na+].[NH:3]1[CH2:7][CH2:6][CH2:5][C:4]1=[O:8].[C:9]([O:13][C:14]([N:16]1[CH2:21][C@H:20]([CH2:22]Cl)[N:19]([CH2:24][C:25]2[CH:30]=[CH:29][CH:28]=[CH:27][CH:26]=2)[CH2:18][C@H:17]1[CH3:31])=[O:15])([CH3:12])([CH3:11])[CH3:10].C(=O)(O)[O-].[Na+]. Product: [C:9]([O:13][C:14]([N:16]1[CH2:21][C@H:20]([CH2:22][N:3]2[CH2:7][CH2:6][CH2:5][C:4]2=[O:8])[N:19]([CH2:24][C:25]2[CH:26]=[CH:27][CH:28]=[CH:29][CH:30]=2)[CH2:18][C@H:17]1[CH3:31])=[O:15])([CH3:10])([CH3:11])[CH3:12]. The catalyst class is: 3. (3) Reactant: [OH:1][C:2]1[CH:6]=[CH:5][S:4][C:3]=1[C:7]1[C:11]2[CH:12]=[C:13]([N:16]3[C:21](=[O:22])[CH:20]=[C:19]([C:23]([F:26])([F:25])[F:24])[N:18]([CH3:27])[C:17]3=[O:28])[CH:14]=[CH:15][C:10]=2[S:9][N:8]=1.C(=O)([O-])[O-].[K+].[K+].Br[CH2:36][C:37]([O:39][CH3:40])=[O:38].O. Product: [CH3:27][N:18]1[C:19]([C:23]([F:26])([F:25])[F:24])=[CH:20][C:21](=[O:22])[N:16]([C:13]2[CH:14]=[CH:15][C:10]3[S:9][N:8]=[C:7]([C:3]4[S:4][CH:5]=[CH:6][C:2]=4[O:1][CH2:36][C:37]([O:39][CH3:40])=[O:38])[C:11]=3[CH:12]=2)[C:17]1=[O:28]. The catalyst class is: 9. (4) Reactant: Cl[C:2]1[O:3][C:4]([CH2:14][CH2:15][CH2:16][O:17][C:18]2[CH:23]=[CH:22][CH:21]=[CH:20][C:19]=2[CH3:24])=[C:5]([C:7]2[CH:12]=[CH:11][C:10]([Cl:13])=[CH:9][CH:8]=2)[N:6]=1.[CH2:25]([C:27]1[NH:28][CH:29]=[CH:30][N:31]=1)[CH3:26].C(=O)([O-])[O-].[K+].[K+].CN(C)C=O. Product: [Cl:13][C:10]1[CH:11]=[CH:12][C:7]([C:5]2[N:6]=[C:2]([N:28]3[CH:29]=[CH:30][N:31]=[C:27]3[CH2:25][CH3:26])[O:3][C:4]=2[CH2:14][CH2:15][CH2:16][O:17][C:18]2[CH:23]=[CH:22][CH:21]=[CH:20][C:19]=2[CH3:24])=[CH:8][CH:9]=1. The catalyst class is: 6. (5) Reactant: Cl.[F:2][C:3]1[C:8]([F:9])=[C:7]([O:10][CH3:11])[CH:6]=[CH:5][C:4]=1[C:12]1[CH:17]=[CH:16][N:15]([CH2:18][CH2:19][C@@:20]([CH3:35])([S:31]([CH3:34])(=[O:33])=[O:32])[C:21]([NH:23][O:24]C2CCCCO2)=[O:22])[C:14](=[O:36])[CH:13]=1. Product: [F:2][C:3]1[C:8]([F:9])=[C:7]([O:10][CH3:11])[CH:6]=[CH:5][C:4]=1[C:12]1[CH:17]=[CH:16][N:15]([CH2:18][CH2:19][C@@:20]([CH3:35])([S:31]([CH3:34])(=[O:33])=[O:32])[C:21]([NH:23][OH:24])=[O:22])[C:14](=[O:36])[CH:13]=1. The catalyst class is: 12. (6) Reactant: [C:1]([C:5]1[N:9]([CH3:10])[N:8]([CH2:11][C@H:12]2[CH2:16][CH2:15][CH2:14][O:13]2)/[C:7](=[N:17]/[C:18]([C:20]2[CH:25]=[C:24]([C:26]([F:29])([F:28])[F:27])[CH:23]=[CH:22][C:21]=2[CH2:30][C:31]([OH:33])=[O:32])=[O:19])/[CH:6]=1)([CH3:4])([CH3:3])[CH3:2].[N+](=[CH:36][Si](C)(C)C)=[N-]. Product: [C:1]([C:5]1[N:9]([CH3:10])[N:8]([CH2:11][C@H:12]2[CH2:16][CH2:15][CH2:14][O:13]2)/[C:7](=[N:17]/[C:18]([C:20]2[CH:25]=[C:24]([C:26]([F:28])([F:29])[F:27])[CH:23]=[CH:22][C:21]=2[CH2:30][C:31]([O:33][CH3:36])=[O:32])=[O:19])/[CH:6]=1)([CH3:4])([CH3:2])[CH3:3]. The catalyst class is: 5. (7) Reactant: [N:1]1[CH:6]=[CH:5][CH:4]=[N:3][C:2]=1[C:7]#[N:8].[H][H].[C:11]([OH:14])(=[O:13])[CH3:12]. Product: [C:11]([OH:14])(=[O:13])[CH3:12].[N:1]1[CH:6]=[CH:5][CH:4]=[N:3][C:2]=1[CH2:7][NH2:8]. The catalyst class is: 78. (8) Reactant: [CH3:1][O:2][C:3]1[N:7]([CH3:8])[N:6]=[C:5]([C:9]([F:12])([F:11])[F:10])[C:4]=1[C:13]#[N:14]. Product: [CH3:1][O:2][C:3]1[N:7]([CH3:8])[N:6]=[C:5]([C:9]([F:12])([F:10])[F:11])[C:4]=1[CH2:13][NH2:14]. The catalyst class is: 834.